From a dataset of Full USPTO retrosynthesis dataset with 1.9M reactions from patents (1976-2016). Predict the reactants needed to synthesize the given product. (1) Given the product [Cl:10][C:11]1[CH:16]=[C:15]([NH:17][C:18]2[C:27]3[C:22](=[CH:23][CH:24]=[CH:25][C:26]=3[O:6][CH2:5][C@H:4]3[CH2:7][CH2:8][CH2:9][NH:3]3)[N:21]=[CH:20][N:19]=2)[CH:14]=[CH:13][C:12]=1[OH:29], predict the reactants needed to synthesize it. The reactants are: [H-].[Na+].[NH:3]1[CH2:9][CH2:8][CH2:7][C@@H:4]1[CH2:5][OH:6].[Cl:10][C:11]1[CH:16]=[C:15]([NH:17][C:18]2[C:27]3[C:22](=[CH:23][CH:24]=[CH:25][C:26]=3F)[N:21]=[CH:20][N:19]=2)[CH:14]=[CH:13][C:12]=1[OH:29].[Cl-].[NH4+]. (2) Given the product [C:29]([C:31]1[CH:38]=[CH:37][CH:36]=[CH:35][C:32]=1[CH2:33][O:28][C:27]1[CH:26]=[CH:25][C:5]([NH:6][C:7]2[C:16]3[C:11](=[CH:12][CH:13]=[CH:14][C:15]=3[O:17][CH:18]3[CH2:23][CH2:22][N:21]([CH3:24])[CH2:20][CH2:19]3)[N:10]=[CH:9][N:8]=2)=[CH:4][C:3]=1[F:2])#[N:30], predict the reactants needed to synthesize it. The reactants are: Cl.[F:2][C:3]1[CH:4]=[C:5]([CH:25]=[CH:26][C:27]=1[OH:28])[NH:6][C:7]1[C:16]2[C:11](=[CH:12][CH:13]=[CH:14][C:15]=2[O:17][CH:18]2[CH2:23][CH2:22][N:21]([CH3:24])[CH2:20][CH2:19]2)[N:10]=[CH:9][N:8]=1.[C:29]([C:31]1[CH:38]=[CH:37][CH:36]=[CH:35][C:32]=1[CH2:33]Cl)#[N:30].